From a dataset of Full USPTO retrosynthesis dataset with 1.9M reactions from patents (1976-2016). Predict the reactants needed to synthesize the given product. (1) Given the product [CH3:1][C:2]1[CH:3]=[C:4]([CH3:20])[C:5]2[O:9][C:8](=[O:10])[N:7]([CH2:11][C:12]([OH:14])=[O:13])[C:6]=2[CH:19]=1, predict the reactants needed to synthesize it. The reactants are: [CH3:1][C:2]1[CH:3]=[C:4]([CH3:20])[C:5]2[O:9][C:8](=[O:10])[N:7]([CH2:11][C:12]([O:14]C(C)(C)C)=[O:13])[C:6]=2[CH:19]=1.C1(C)C=CC=CC=1. (2) Given the product [CH2:1]([O:8][C:9]1[CH:14]=[C:13]([O:15][CH2:16][C:17]2[CH:18]=[CH:19][CH:20]=[CH:21][CH:22]=2)[C:12]([CH:23]([CH3:25])[CH3:24])=[CH:11][C:10]=1[C:26]1[O:30][N:29]=[C:28]([C:31]([NH:33][CH2:34][CH3:35])=[O:32])[C:27]=1[C:36]1[N:37]([CH3:42])[N:38]=[CH:39][CH:40]=1)[C:2]1[CH:7]=[CH:6][CH:5]=[CH:4][CH:3]=1, predict the reactants needed to synthesize it. The reactants are: [CH2:1]([O:8][C:9]1[CH:14]=[C:13]([O:15][CH2:16][C:17]2[CH:22]=[CH:21][CH:20]=[CH:19][CH:18]=2)[C:12]([CH:23]([CH3:25])[CH3:24])=[CH:11][C:10]=1[C:26]1[O:30][N:29]=[C:28]([C:31]([NH:33][CH2:34][CH3:35])=[O:32])[C:27]=1[C:36]1[CH:40]=[CH:39][NH:38][N:37]=1)[C:2]1[CH:7]=[CH:6][CH:5]=[CH:4][CH:3]=1.I[CH3:42]. (3) Given the product [Cl:1][C:2]1[CH:3]=[C:4]([NH:8][C:9]2[N:14]=[C:13]([C:15]3[CH:20]=[CH:19][N:18]=[C:17]([C:21](=[N:27][O:26][CH3:25])[CH3:22])[CH:16]=3)[CH:12]=[CH:11][N:10]=2)[CH:5]=[CH:6][CH:7]=1, predict the reactants needed to synthesize it. The reactants are: [Cl:1][C:2]1[CH:3]=[C:4]([NH:8][C:9]2[N:14]=[C:13]([C:15]3[CH:20]=[CH:19][N:18]=[C:17]([C:21](=O)[CH3:22])[CH:16]=3)[CH:12]=[CH:11][N:10]=2)[CH:5]=[CH:6][CH:7]=1.Cl.[CH3:25][O:26][NH2:27].C([O-])(=O)C.[Na+]. (4) Given the product [CH3:22][CH2:21][N:20]([CH:6]([CH3:5])[CH3:7])[CH:19]([CH3:12])[CH3:24], predict the reactants needed to synthesize it. The reactants are: CC(C)=CC(=O)[CH2:5][CH2:6][C:7](O)=O.[C:12]([C:19]1[NH:20][CH:21]=[CH:22]N=1)(C1NC=CN=1)=O.[CH3:24]C(N(C)C)=O. (5) Given the product [Cl:26][C:5]1[CH:6]=[C:7]([C:8]([NH:10][C@H:11]([C:13]2[CH:14]=[CH:15][C:16]([C:17]([OH:19])=[O:18])=[CH:24][CH:25]=2)[CH3:12])=[O:9])[C:2]([O:34][C:31]2[CH:32]=[CH:33][C:28]([F:27])=[CH:29][C:30]=2[CH3:35])=[N:3][CH:4]=1, predict the reactants needed to synthesize it. The reactants are: Cl[C:2]1[C:7]([C:8]([NH:10][C@H:11]([C:13]2[CH:25]=[CH:24][C:16]([C:17]([O:19]C(C)(C)C)=[O:18])=[CH:15][CH:14]=2)[CH3:12])=[O:9])=[CH:6][C:5]([Cl:26])=[CH:4][N:3]=1.[F:27][C:28]1[CH:33]=[CH:32][C:31]([OH:34])=[C:30]([CH3:35])[CH:29]=1.